Dataset: Forward reaction prediction with 1.9M reactions from USPTO patents (1976-2016). Task: Predict the product of the given reaction. Given the reactants [CH3:1][NH:2][NH:3][C:4]([C:6]1[S:7][C:8]([Br:11])=[CH:9][CH:10]=1)=[NH:5].[CH:12](O)=O, predict the reaction product. The product is: [Br:11][C:8]1[S:7][C:6]([C:4]2[N:5]=[CH:1][N:2]([CH3:12])[N:3]=2)=[CH:10][CH:9]=1.